Dataset: Reaction yield outcomes from USPTO patents with 853,638 reactions. Task: Predict the reaction yield, written as a fraction of the theoretical maximum amount of product (1.0 means a 100% yield; for example, 0.34 means a 34% yield). (1) The reactants are [O:1]=[C:2]1[NH:8][C:7]2[CH:9]=[C:10]([C:13]([F:16])([F:15])[F:14])[CH:11]=[CH:12][C:6]=2[C:5](=[O:17])[CH:4](C(OC)=O)[CH2:3]1.O. The catalyst is CN1C(=O)CCC1. The product is [F:16][C:13]([F:14])([F:15])[C:10]1[CH:11]=[CH:12][C:6]2[C:5](=[O:17])[CH2:4][CH2:3][C:2](=[O:1])[NH:8][C:7]=2[CH:9]=1. The yield is 0.970. (2) The reactants are [F:1][C:2]([F:15])([F:14])[C:3]1[CH:8]=[CH:7][C:6]([C:9]2[O:10][CH:11]=[CH:12][CH:13]=2)=[CH:5][CH:4]=1.C([Li])CCC.[CH2:21]([O:28][C:29]1[CH:44]=[CH:43][C:42](I)=[CH:41][C:30]=1[C:31]([O:33][CH2:34][C:35]1[CH:40]=[CH:39][CH:38]=[CH:37][CH:36]=1)=[O:32])[C:22]1[CH:27]=[CH:26][CH:25]=[CH:24][CH:23]=1.Cl. The catalyst is O1CCCC1.[Cl-].[Zn+2].[Cl-]. The product is [CH2:21]([O:28][C:29]1[CH:44]=[CH:43][C:42]([C:11]2[O:10][C:9]([C:6]3[CH:5]=[CH:4][C:3]([C:2]([F:1])([F:14])[F:15])=[CH:8][CH:7]=3)=[CH:13][CH:12]=2)=[CH:41][C:30]=1[C:31]([O:33][CH2:34][C:35]1[CH:36]=[CH:37][CH:38]=[CH:39][CH:40]=1)=[O:32])[C:22]1[CH:23]=[CH:24][CH:25]=[CH:26][CH:27]=1. The yield is 0.430.